The task is: Predict the product of the given reaction.. This data is from Forward reaction prediction with 1.9M reactions from USPTO patents (1976-2016). Given the reactants [Cl:1][C:2]1[CH:3]=[C:4]([C:8]#[C:9][C:10]2[N:11]=[C:12]([CH3:15])[NH:13][CH:14]=2)[CH:5]=[CH:6][CH:7]=1.F[C:17]1[CH:22]=[CH:21][C:20]([CH3:23])=[CH:19][N:18]=1, predict the reaction product. The product is: [Cl:1][C:2]1[CH:3]=[C:4]([C:8]#[C:9][C:10]2[N:11]=[C:12]([CH3:15])[N:13]([C:17]3[CH:22]=[CH:21][C:20]([CH3:23])=[CH:19][N:18]=3)[CH:14]=2)[CH:5]=[CH:6][CH:7]=1.